Dataset: Experimentally validated miRNA-target interactions with 360,000+ pairs, plus equal number of negative samples. Task: Binary Classification. Given a miRNA mature sequence and a target amino acid sequence, predict their likelihood of interaction. (1) The miRNA is hsa-miR-6880-3p with sequence CCGCCUUCUCUCCUCCCCCAG. The protein sequence of the target gene is MHPFQWCNGCFCGLGLVSTNKSCSMPPISFQDLPLNIYMVIFGTGIFVFMLSLIFCCYFISKLRNQAQSERYGYKEVVLKGDAKKLQLYGQTCAVCLEDFKGKDELGVLPCQHAFHRKCLVKWLEVRCVCPMCNKPIASPSEATQNIGILLDELV. Result: 0 (no interaction). (2) The miRNA is hsa-miR-4450 with sequence UGGGGAUUUGGAGAAGUGGUGA. The protein sequence of the target gene is MLSLKLPQLLQVHQVPRVFWEDGIMSGYRRPTSSALDCVLSSFQMTNETVNIWTHFLPTWYFLWRLLALAGGPGFRAEPYHWPLLVFLLPACLYPFASCCAHTFSSMSPRMRHICYFLDYGALSLYSLGCAFPYAAYSMPASWLHGHLHQFFVPAAALNSFLCTGLSCYSRFLELESPGLSKVLRTGAFAYPFLFDNLPLFYRLGLCWGRGHGCGQEALSTSHGYHLFCALLTGFLFASHLPERLAPGRFDYIGHSHQLFHICAVLGTHFQLEAVLADMGSRRAWLATQEPALGLAGTVA.... Result: 0 (no interaction). (3) The miRNA is hsa-miR-5003-5p with sequence UCACAACAACCUUGCAGGGUAGA. The protein sequence of the target gene is MNSQLVGILLSALLGVALGHRTRCYDCGGGPSNSCKQTVITCGEGERCGFLDRKPQPSSEQAKQPSATLSHHYPACVATHHCNQVAIESVGDVTFTTQKNCCFGDLCNSAVASSVTPLCILAAAVTTLAWLLPGL. Result: 0 (no interaction). (4) The miRNA is rno-miR-100-5p with sequence AACCCGUAGAUCCGAACUUGUG. The protein sequence of the target gene is MFSEQAAQRAHTLLSPPSANNATFARVPVATYTNSSQPFRLGERSFSRQYAHIYATRLIQMRPFLENRAQQHWGSGVGVKKLCELQPEEKCCVVGTLFKAMPLQPSILREVSEEHNLLPQPPRSKYIHPDDELVLEDELQRIKLKGTIDVSKLVTGTVLAVFGSVRDDGKFLVEDYCFADLAPQKPAPPLDTDRFVLLVSGLGLGGGGGESLLGTQLLVDVVTGQLGDEGEQCSAAHVSRVILAGNLLSHSTQSRDSINKAKYLTKKTQAASVEAVKMLDEILLQLSASVPVDVMPGEFD.... Result: 0 (no interaction). (5) The miRNA is hsa-miR-203a-5p with sequence AGUGGUUCUUAACAGUUCAACAGUU. The protein sequence of the target gene is MCERSLYRAGYVGSLLNLQSPDSFYFSNLRPNGGQLAALPPISYPRGALPWAATPASCAPAQPAGATAFGGFSQPYLAGSGPLGLQPPTAKDGPEEQAKFYAPEAAAGPEERGRTRPSFAPESSLAPAVAALKAAKYDYAGVGRATPGSTTLLQGAPCAPGFKDDTKGPLNLNMTVQAAGVASCLRPSLPDGLPWGAAPGRARKKRKPYTKQQIAELENEFLVNEFINRQKRKELSNRLNLSDQQVKIWFQNRRMKKKRVVLREQALALY. Result: 1 (interaction). (6) Result: 0 (no interaction). The miRNA is mmu-miR-181d-5p with sequence AACAUUCAUUGUUGUCGGUGGGU. The protein sequence of the target gene is MTARFRLPAGRTYNVRASELARDRQHTEVVCNILLLDNTVQAFRVNKHDQGQVLLDIVFKHLDLTERDYFGLQLADDSTDNPRWLDPNKPIRKQLKRGSPYNLNFRVKFFVSDPNKLQEEYTRYQYFLQIKQDILTGRLSCPCNTAALLASFAVQSELGDYNQSENLAGYLSDYSFIPNQPQDFEKEIAKLHQQHVGLSPAEAEFNYLNAARTLELYGVEFHYARDQSNNEILIGVMSGGILIYKNRVRMNTFLWLKIVKISFKCKQFFIQLRKELHESRETLLGFNMVNYRACKTLWKA....